From a dataset of Reaction yield outcomes from USPTO patents with 853,638 reactions. Predict the reaction yield, written as a fraction of the theoretical maximum amount of product (1.0 means a 100% yield; for example, 0.34 means a 34% yield). (1) The reactants are [F:1][C:2]1[CH:3]=[C:4]2[C:8](=[C:9]([N+:11]([O-])=O)[CH:10]=1)[NH:7][C:6](=[O:14])[CH2:5]2. The catalyst is C(O)(=O)C.[Pd]. The product is [NH2:11][C:9]1[CH:10]=[C:2]([F:1])[CH:3]=[C:4]2[C:8]=1[NH:7][C:6](=[O:14])[CH2:5]2. The yield is 0.975. (2) The reactants are [CH3:1][O:2][C:3](=[O:13])[C:4]1[CH:9]=[CH:8][C:7]([C:10](=[O:12])[CH3:11])=[CH:6][CH:5]=1.[Br:14]Br. The catalyst is C(O)(=O)C. The product is [CH3:1][O:2][C:3](=[O:13])[C:4]1[CH:9]=[CH:8][C:7]([C:10](=[O:12])[CH2:11][Br:14])=[CH:6][CH:5]=1. The yield is 0.550. (3) The reactants are [Si:1]([O:8][C:9]1[CH:14]=[CH:13][C:12]([C:15]2[N:16]=[C:17]([C:22]#[C:23][C:24]3[CH:29]=[CH:28][CH:27]=[CH:26][CH:25]=3)[C:18]([NH2:21])=[N:19][CH:20]=2)=[CH:11][CH:10]=1)([C:4]([CH3:7])([CH3:6])[CH3:5])([CH3:3])[CH3:2].[Si:30]([O:37][C:38]1[CH:43]=[CH:42][C:41]([CH2:44][C:45](Cl)=[O:46])=[CH:40][CH:39]=1)([C:33]([CH3:36])([CH3:35])[CH3:34])([CH3:32])[CH3:31].O. The catalyst is CN(C)C1C=CN=CC=1.N1C=CC=CC=1. The product is [Si:30]([O:37][C:38]1[CH:39]=[CH:40][C:41]([CH2:44][C:45]([NH:21][C:18]2[C:17]([C:22]#[C:23][C:24]3[CH:29]=[CH:28][CH:27]=[CH:26][CH:25]=3)=[N:16][C:15]([C:12]3[CH:11]=[CH:10][C:9]([O:8][Si:1]([C:4]([CH3:7])([CH3:5])[CH3:6])([CH3:2])[CH3:3])=[CH:14][CH:13]=3)=[CH:20][N:19]=2)=[O:46])=[CH:42][CH:43]=1)([C:33]([CH3:36])([CH3:35])[CH3:34])([CH3:32])[CH3:31]. The yield is 0.600. (4) The reactants are [OH:1][CH2:2][C:3]([CH2:8][OH:9])([CH2:6][OH:7])[CH2:4][OH:5].N1C=C[CH:13]=[CH:12][CH:11]=1.[C:16](Cl)(=[O:23])[C:17]1[CH:22]=[CH:21][CH:20]=[CH:19][CH:18]=1.[O:25]1[CH2:29][CH2:28][CH2:27][CH2:26]1. No catalyst specified. The product is [C:16]([O:1][CH2:2][C:3]([CH2:8][OH:9])([CH2:6][OH:7])[CH2:4][O:5][C:29](=[O:25])[C:28]1[CH:13]=[CH:12][CH:11]=[CH:26][CH:27]=1)(=[O:23])[C:17]1[CH:22]=[CH:21][CH:20]=[CH:19][CH:18]=1. The yield is 0.950. (5) The reactants are Cl.Cl.[CH:3]1([NH:8][C:9]2[N:14]=[C:13]([C:15]3[C:16]([C:25]4[CH:30]=[CH:29][C:28]([F:31])=[CH:27][CH:26]=4)=[N:17][N:18]4[CH:23]=[C:22]([NH2:24])[CH:21]=[CH:20][C:19]=34)[CH:12]=[CH:11][N:10]=2)[CH2:7][CH2:6][CH2:5][CH2:4]1.[CH3:32][C:33]([CH3:35])=O. No catalyst specified. The product is [CH:3]1([NH:8][C:9]2[N:14]=[C:13]([C:15]3[C:16]([C:25]4[CH:26]=[CH:27][C:28]([F:31])=[CH:29][CH:30]=4)=[N:17][N:18]4[CH:23]=[C:22]([NH:24][CH:33]([CH3:35])[CH3:32])[CH:21]=[CH:20][C:19]=34)[CH:12]=[CH:11][N:10]=2)[CH2:7][CH2:6][CH2:5][CH2:4]1. The yield is 0.430.